From a dataset of Full USPTO retrosynthesis dataset with 1.9M reactions from patents (1976-2016). Predict the reactants needed to synthesize the given product. Given the product [F:1][C:2]1[CH:7]=[CH:6][CH:5]=[C:4]2[C:3]=1[N:14]=[C:15]([N:40]1[CH2:39][CH2:38][N:37]([C:33]3[CH:34]=[CH:35][CH:36]=[C:31]([O:30][CH3:29])[CH:32]=3)[CH2:42][CH2:41]1)[N:16]([C:17]1[CH:22]=[C:21]([C:23]([F:26])([F:25])[F:24])[CH:20]=[CH:19][C:18]=1[O:27][CH3:28])[CH:8]2[CH2:9][C:10]([O:12][CH3:13])=[O:11], predict the reactants needed to synthesize it. The reactants are: [F:1][C:2]1[C:3]([N:14]=[C:15]=[N:16][C:17]2[CH:22]=[C:21]([C:23]([F:26])([F:25])[F:24])[CH:20]=[CH:19][C:18]=2[O:27][CH3:28])=[C:4](/[CH:8]=[CH:9]/[C:10]([O:12][CH3:13])=[O:11])[CH:5]=[CH:6][CH:7]=1.[CH3:29][O:30][C:31]1[CH:32]=[C:33]([N:37]2[CH2:42][CH2:41][NH:40][CH2:39][CH2:38]2)[CH:34]=[CH:35][CH:36]=1.